From a dataset of Catalyst prediction with 721,799 reactions and 888 catalyst types from USPTO. Predict which catalyst facilitates the given reaction. (1) Product: [CH2:1]([O:8][C:9](=[O:16])[NH:10][C@@H:11]([CH3:15])[CH2:12][CH2:13][O:14][SiH2:17][C:20]([CH3:23])([CH3:22])[CH3:21])[C:2]1[CH:7]=[CH:6][CH:5]=[CH:4][CH:3]=1. Reactant: [CH2:1]([O:8][C:9](=[O:16])[NH:10][C@@H:11]([CH3:15])[CH2:12][CH2:13][OH:14])[C:2]1[CH:7]=[CH:6][CH:5]=[CH:4][CH:3]=1.[Si:17](Cl)([C:20]([CH3:23])([CH3:22])[CH3:21])(C)C.N1C=CN=C1. The catalyst class is: 31. (2) Reactant: P([O-])([O-])([O-])=O.[K+].[K+].[K+].[N+:9]([C:12]1[CH:17]=[CH:16][C:15]([OH:18])=[CH:14][CH:13]=1)([O-:11])=[O:10].CO.C1N=C(N)C2N=CN([C@@H]3[O:34][C@H](COP(OP(OC[C@H]4O[C@@H](N5C=C(C(N)=O)CC=C5)[C@H](O)[C@@H]4O)(O)=O)(O)=O)[C@@H](O)[C@H]3OP(O)(O)=O)C=2N=1.[Cl-].[Mg+2].[Cl-].[Cl-].[Mg+2].[Cl-].FC(F)(F)C(O)=O. Product: [N+:9]([C:12]1[CH:17]=[C:16]([OH:34])[C:15](=[CH:14][CH:13]=1)[OH:18])([O-:11])=[O:10]. The catalyst class is: 6. (3) Reactant: [OH:1][CH2:2][CH2:3][N:4]1[CH2:9][CH2:8][N:7]([C:10](=[O:26])[CH2:11][CH2:12][NH:13][S:14]([C:17]2[CH:22]=[CH:21][CH:20]=[CH:19][C:18]=2[N+:23]([O-:25])=[O:24])(=[O:16])=[O:15])[CH2:6][CH2:5]1.N1C=CC=CC=1.[C:33](OC(=O)C)(=[O:35])[CH3:34].O. Product: [C:33]([O:1][CH2:2][CH2:3][N:4]1[CH2:5][CH2:6][N:7]([C:10](=[O:26])[CH2:11][CH2:12][NH:13][S:14]([C:17]2[CH:22]=[CH:21][CH:20]=[CH:19][C:18]=2[N+:23]([O-:25])=[O:24])(=[O:15])=[O:16])[CH2:8][CH2:9]1)(=[O:35])[CH3:34]. The catalyst class is: 4. (4) Reactant: CN(C)[CH:3]=[CH:4][C:5]([C:7]1[C:8]([C:13]([O:15][CH:16]([CH3:18])[CH3:17])=[O:14])=[N:9][CH:10]=[CH:11][CH:12]=1)=O.[N+]([O-])(O)=O.[Cl:24][C:25]1[CH:26]=[C:27]([NH:31][C:32]([NH2:34])=[NH:33])[CH:28]=[CH:29][CH:30]=1.[C:35](=O)([O-])[O-:36].[Na+].[Na+].ClCCl. Product: [Cl:24][C:25]1[CH:26]=[C:27]([NH:31][C:32]2[N:34]=[C:5]([C:7]3[C:8]([C:13]([O:15][CH:16]([CH3:18])[CH3:17])=[O:14])=[N:9][CH:10]=[CH:11][CH:12]=3)[CH:4]=[CH:3][N:33]=2)[CH:28]=[CH:29][CH:30]=1.[Cl:24][C:25]1[CH:26]=[C:27]([NH:31][C:32]2[N:34]=[C:5]([C:7]3[C:8]([C:13]([O:15][CH2:16][CH2:18][O:36][CH3:35])=[O:14])=[N:9][CH:10]=[CH:11][CH:12]=3)[CH:4]=[CH:3][N:33]=2)[CH:28]=[CH:29][CH:30]=1. The catalyst class is: 141. (5) The catalyst class is: 3. Reactant: [NH2:1][C:2]1[N:7]=[CH:6][N:5]=[C:4]([CH2:8][C:9]2[CH:14]=[CH:13][C:12]([NH:15][C:16]([NH:18][C:19]3[CH:24]=[CH:23][C:22]([CH2:25]C)=[CH:21][CH:20]=3)=[O:17])=[CH:11][CH:10]=2)[CH:3]=1. Product: [NH2:1][C:2]1[N:7]=[CH:6][N:5]=[C:4]([CH2:8][C:9]2[CH:10]=[CH:11][C:12]([NH:15][C:16]([NH:18][C:19]3[CH:20]=[CH:21][C:22]([CH3:25])=[CH:23][CH:24]=3)=[O:17])=[CH:13][CH:14]=2)[CH:3]=1. (6) Reactant: CCN(CC)CC.[CH3:8][NH:9][CH:10]1[CH2:14][CH:13]=[CH:12][CH2:11]1.[CH2:15]([O:22][C:23]([O:25]N1C(=O)CCC1=O)=O)[C:16]1[CH:21]=[CH:20][CH:19]=[CH:18][CH:17]=1. Product: [CH:10]1([N:9]([CH3:8])[C:23](=[O:25])[O:22][CH2:15][C:16]2[CH:17]=[CH:18][CH:19]=[CH:20][CH:21]=2)[CH2:14][CH:13]=[CH:12][CH2:11]1. The catalyst class is: 2. (7) The catalyst class is: 348. Product: [CH3:1][N:2]1[CH2:8][C:6](=[O:7])[N:5]([CH2:18][C:17]2[CH:20]=[CH:21][C:14]([N+:11]([O-:13])=[O:12])=[CH:15][CH:16]=2)[C:3]1=[O:4]. Reactant: [CH3:1][N:2]1[CH2:8][C:6](=[O:7])[NH:5][C:3]1=[O:4].[H-].[Na+].[N+:11]([C:14]1[CH:21]=[CH:20][C:17]([CH2:18]Br)=[CH:16][CH:15]=1)([O-:13])=[O:12].O.